Dataset: Catalyst prediction with 721,799 reactions and 888 catalyst types from USPTO. Task: Predict which catalyst facilitates the given reaction. (1) The catalyst class is: 12. Product: [N:8]1([C:23]([O:22][C:18]([CH3:21])([CH3:20])[CH3:19])=[O:24])[CH2:9][CH2:10][CH:5]([C:3]([O:2][CH3:1])=[O:4])[CH2:6][CH2:7]1. Reactant: [CH3:1][O:2][C:3]([CH:5]1[CH2:10][CH2:9][NH:8][CH2:7][CH2:6]1)=[O:4].C(N(CC)CC)C.[C:18]([O:22][C:23](O[C:23]([O:22][C:18]([CH3:21])([CH3:20])[CH3:19])=[O:24])=[O:24])([CH3:21])([CH3:20])[CH3:19]. (2) Reactant: C(OC([N:8]1[CH2:13][CH2:12][CH:11]([N:14]2[CH2:19][CH2:18][N:17]([C:20](=[O:34])[NH:21][C:22]3[CH:27]=[CH:26][C:25]([Br:28])=[C:24]([O:29][C:30]([F:33])([F:32])[F:31])[CH:23]=3)[CH2:16][CH2:15]2)[CH2:10][CH2:9]1)=O)(C)(C)C. Product: [Br:28][C:25]1[CH:26]=[CH:27][C:22]([NH:21][C:20]([N:17]2[CH2:16][CH2:15][N:14]([CH:11]3[CH2:12][CH2:13][NH:8][CH2:9][CH2:10]3)[CH2:19][CH2:18]2)=[O:34])=[CH:23][C:24]=1[O:29][C:30]([F:31])([F:32])[F:33]. The catalyst class is: 89. (3) Reactant: [N:1]1([C:6]2[CH:11]=[CH:10][C:9]([C:12](O)([CH2:14][CH:15]([C:20]3[CH:25]=[C:24]([Cl:26])[CH:23]=[C:22]([Cl:27])[CH:21]=3)[C:16]([F:19])([F:18])[F:17])[CH3:13])=[CH:8][CH:7]=2)[CH:5]=[N:4][CH:3]=[N:2]1.C1(C)C=CC(S(O)(=O)=O)=CC=1. Product: [Cl:26][C:24]1[CH:25]=[C:20]([CH:15]([C:16]([F:17])([F:19])[F:18])/[CH:14]=[C:12](/[C:9]2[CH:10]=[CH:11][C:6]([N:1]3[CH:5]=[N:4][CH:3]=[N:2]3)=[CH:7][CH:8]=2)\[CH3:13])[CH:21]=[C:22]([Cl:27])[CH:23]=1. The catalyst class is: 11. (4) The catalyst class is: 7. Reactant: [Br:1][CH2:2][C:3]1([CH2:7][OH:8])[CH2:6][O:5][CH2:4]1.[H-].[Na+].[CH3:11]I. Product: [Br:1][CH2:2][C:3]1([CH2:7][O:8][CH3:11])[CH2:6][O:5][CH2:4]1.